This data is from Forward reaction prediction with 1.9M reactions from USPTO patents (1976-2016). The task is: Predict the product of the given reaction. (1) Given the reactants [Cl:1][C:2]1[C:3]([N:8]2[CH2:13][CH2:12][N:11]([CH2:14][C:15]3[CH:16]=[N:17][N:18]([C:21]4[CH:26]=[CH:25][CH:24]=[CH:23][CH:22]=4)[C:19]=3[CH3:20])[CH2:10][CH2:9]2)=[N:4][CH:5]=[CH:6][N:7]=1.C(=O)([O-])[O-].[K+].[K+].[OH:33][CH2:34][C:35]1[CH:40]=[CH:39][C:38](B(O)O)=[CH:37][CH:36]=1.O, predict the reaction product. The product is: [ClH:1].[CH3:20][C:19]1[N:18]([C:21]2[CH:26]=[CH:25][CH:24]=[CH:23][CH:22]=2)[N:17]=[CH:16][C:15]=1[CH2:14][N:11]1[CH2:12][CH2:13][N:8]([C:3]2[C:2]([C:38]3[CH:39]=[CH:40][C:35]([CH2:34][OH:33])=[CH:36][CH:37]=3)=[N:7][CH:6]=[CH:5][N:4]=2)[CH2:9][CH2:10]1. (2) Given the reactants Cl.[C:2]([C:6]1[CH:10]=[C:9]([NH2:11])[N:8]([CH2:12][C@H:13]2[CH2:17][CH2:16][CH2:15][O:14]2)[N:7]=1)([CH3:5])([CH3:4])[CH3:3].C(N(CC)CC)C.[Cl:25][C:26]1[CH:27]=[CH:28][C:29]([O:35][CH3:36])=[C:30]([CH:34]=1)[C:31](Cl)=[O:32].O, predict the reaction product. The product is: [C:2]([C:6]1[CH:10]=[C:9]([NH:11][C:31](=[O:32])[C:30]2[CH:34]=[C:26]([Cl:25])[CH:27]=[CH:28][C:29]=2[O:35][CH3:36])[N:8]([CH2:12][C@H:13]2[CH2:17][CH2:16][CH2:15][O:14]2)[N:7]=1)([CH3:5])([CH3:3])[CH3:4]. (3) Given the reactants [NH:1]1[C:9]2[C:4](=[CH:5][CH:6]=[CH:7][CH:8]=2)[C:3]([CH:10]=[O:11])=[N:2]1.[C:12](O[C:20]([O:22][C:23]([CH3:26])([CH3:25])C)=O)([O:14][C:15]([CH3:18])([CH3:17])[CH3:16])=[O:13].[C:27](#[N:29])[CH3:28], predict the reaction product. The product is: [CH:10]([C:3]1[C:4]2[C:9](=[CH:8][CH:7]=[CH:6][CH:5]=2)[N:1]([C:12]([O:14][C:15]([CH3:18])([CH3:17])[CH3:16])=[O:13])[N:2]=1)=[O:11].[NH:1]1[C:9]2[C:4](=[CH:5][CH:6]=[CH:7][CH:8]=2)[C:3]([C:10](=[O:11])[CH:27]([NH:29][C:7]2[CH:8]=[CH:9][CH:25]=[C:23]([O:22][CH3:20])[CH:26]=2)[C:28]2[CH:6]=[CH:5][CH:4]=[CH:3][CH:10]=2)=[N:2]1. (4) Given the reactants [N:1]1([CH2:6][CH2:7][N:8]2[CH:16]=[C:15]3[C:10]([CH:11]=[C:12]([C:17]([OH:19])=O)[CH:13]=[CH:14]3)=[N:9]2)[CH:5]=[CH:4][CH:3]=[N:2]1.[Cl:20][C:21]1[S:25][C:24]([CH2:26][NH2:27])=[CH:23][CH:22]=1, predict the reaction product. The product is: [Cl:20][C:21]1[S:25][C:24]([CH2:26][NH:27][C:17]([C:12]2[CH:13]=[CH:14][C:15]3[C:10]([CH:11]=2)=[N:9][N:8]([CH2:7][CH2:6][N:1]2[CH:5]=[CH:4][CH:3]=[N:2]2)[CH:16]=3)=[O:19])=[CH:23][CH:22]=1. (5) Given the reactants [OH:1][C@H:2]([CH2:8][C:9](=[O:11])[CH3:10])[CH2:3][C:4]([O:6][CH3:7])=[O:5].N1C=CN=C1.[Si:17](Cl)([C:20]([CH3:23])([CH3:22])[CH3:21])([CH3:19])[CH3:18], predict the reaction product. The product is: [O:1]([C@H:2]([CH2:8][C:9](=[O:11])[CH3:10])[CH2:3][C:4]([O:6][CH3:7])=[O:5])[Si:17]([C:20]([CH3:23])([CH3:22])[CH3:21])([CH3:19])[CH3:18]. (6) Given the reactants [NH:1]1[CH2:6][CH2:5][CH:4]([C:7]2[CH:16]=[N:15][C:14]3[C:9](=[CH:10][CH:11]=[CH:12][CH:13]=3)[N:8]=2)[CH2:3][CH2:2]1.[C:17]1([C:23]2[C:24]([C:32]3[CH:39]=[CH:38][C:35]([CH:36]=O)=[CH:34][CH:33]=3)=[N:25][C:26]3[N:27]([CH:29]=[CH:30][N:31]=3)[CH:28]=2)[CH:22]=[CH:21][CH:20]=[CH:19][CH:18]=1.[BH-](OC(C)=O)(OC(C)=O)OC(C)=O.[Na+].C([O-])(O)=O.[Na+], predict the reaction product. The product is: [C:17]1([C:23]2[C:24]([C:32]3[CH:33]=[CH:34][C:35]([CH2:36][N:1]4[CH2:2][CH2:3][CH:4]([C:7]5[CH:16]=[N:15][C:14]6[C:9](=[CH:10][CH:11]=[CH:12][CH:13]=6)[N:8]=5)[CH2:5][CH2:6]4)=[CH:38][CH:39]=3)=[N:25][C:26]3[N:27]([CH:29]=[CH:30][N:31]=3)[CH:28]=2)[CH:22]=[CH:21][CH:20]=[CH:19][CH:18]=1. (7) Given the reactants Cl[C:2]1[N:3]=[N:4][CH:5]=[C:6](Cl)[C:7]=1[Cl:8].CC1C=CC(S(O)(=O)=O)=CC=1.[F:21][C:22]1[CH:27]=[CH:26][CH:25]=[CH:24][C:23]=1[CH:28]1[CH2:33][CH2:32][NH:31][CH2:30][CH2:29]1.C(=O)([O-])[O-].[K+].[K+].[NH2:40][NH2:41], predict the reaction product. The product is: [Cl:8][C:7]1[C:6]([N:31]2[CH2:30][CH2:29][CH:28]([C:23]3[CH:24]=[CH:25][CH:26]=[CH:27][C:22]=3[F:21])[CH2:33][CH2:32]2)=[CH:5][N:4]=[N:3][C:2]=1[NH:40][NH2:41]. (8) Given the reactants OCCCN1C=C(C2C=CC(NC3C(C(F)(F)F)=CN=C(NC4C=CC(CP(=O)(OCC)OCC)=CC=4OC)N=3)=C3C=2CN(C)C3=O)C=N1.[Br:50][C:51]1[N:56]=[C:55]([C:57](=[O:60])[NH:58][CH3:59])[C:54]([NH:61][C:62]2[C:67]([C:68]([F:71])([F:70])[F:69])=[CH:66][N:65]=[C:64]([NH:72][C:73]3[C:87]([O:88][CH3:89])=[CH:86][C:76]([CH2:77][P:78](=[O:85])([O:82]CC)[O:79][CH2:80][CH3:81])=[C:75]([Cl:90])[CH:74]=3)[N:63]=2)=[CH:53][CH:52]=1, predict the reaction product. The product is: [Br:50][C:51]1[N:56]=[C:55]([C:57](=[O:60])[NH:58][CH3:59])[C:54]([NH:61][C:62]2[C:67]([C:68]([F:71])([F:70])[F:69])=[CH:66][N:65]=[C:64]([NH:72][C:73]3[C:87]([O:88][CH3:89])=[CH:86][C:76]([CH2:77][P:78](=[O:82])([OH:85])[O:79][CH2:80][CH3:81])=[C:75]([Cl:90])[CH:74]=3)[N:63]=2)=[CH:53][CH:52]=1.